From a dataset of Reaction yield outcomes from USPTO patents with 853,638 reactions. Predict the reaction yield, written as a fraction of the theoretical maximum amount of product (1.0 means a 100% yield; for example, 0.34 means a 34% yield). (1) The reactants are [CH3:1][O:2][C:3](=[O:12])[C:4]1[CH:9]=[CH:8][C:7]([CH:10]=[O:11])=[CH:6][CH:5]=1.[CH2:13]([Mg]Br)[CH:14]([CH3:16])[CH3:15]. The catalyst is C1COCC1. The product is [CH3:1][O:2][C:3](=[O:12])[C:4]1[CH:9]=[CH:8][C:7]([CH:10]([OH:11])[CH2:13][CH:14]([CH3:16])[CH3:15])=[CH:6][CH:5]=1. The yield is 0.370. (2) The reactants are [Cl:1][C:2]1[CH:7]=[CH:6][C:5]([C:8]2[N:13]=[C:12]3[C:14](=[O:18])[O:15][C:16](=[O:17])[C:11]3=[N:10][C:9]=2[C:19]2[CH:24]=[CH:23][C:22]([CH3:25])=[CH:21][CH:20]=2)=[CH:4][CH:3]=1.[C:26]([OH:30])([CH3:29])([CH3:28])[CH3:27]. The catalyst is CN(C1C=CN=CC=1)C.ClCCl. The product is [C:26]([O:30][C:14]([C:12]1[C:11]([C:16]([OH:17])=[O:15])=[N:10][C:9]([C:19]2[CH:24]=[CH:23][C:22]([CH3:25])=[CH:21][CH:20]=2)=[C:8]([C:5]2[CH:6]=[CH:7][C:2]([Cl:1])=[CH:3][CH:4]=2)[N:13]=1)=[O:18])([CH3:29])([CH3:28])[CH3:27]. The yield is 0.280. (3) The reactants are C(N(C(C)C)CC)(C)C.[Cl:10][C:11]1[CH:16]=[CH:15][CH:14]=[CH:13][C:12]=1[C:17]1[C:21]([C:22](Cl)=[O:23])=[C:20]([CH3:25])[O:19][N:18]=1.[Cl:26][C:27]1[N:32]=[CH:31][C:30]([CH2:33][O:34][C:35]2[CH:44]=[CH:43][C:38](/[C:39](=[N:41]/[OH:42])/[NH2:40])=[CH:37][CH:36]=2)=[CH:29][CH:28]=1.CCOC(C)=O. The catalyst is C1COCC1.CCOCC. The product is [Cl:10][C:11]1[CH:16]=[CH:15][CH:14]=[CH:13][C:12]=1[C:17]1[C:21]([C:22]([O:42]/[N:41]=[C:39](\[NH2:40])/[C:38]2[CH:37]=[CH:36][C:35]([O:34][CH2:33][C:30]3[CH:31]=[N:32][C:27]([Cl:26])=[CH:28][CH:29]=3)=[CH:44][CH:43]=2)=[O:23])=[C:20]([CH3:25])[O:19][N:18]=1. The yield is 0.800.